Dataset: Forward reaction prediction with 1.9M reactions from USPTO patents (1976-2016). Task: Predict the product of the given reaction. Given the reactants [Si:1]([O:18][CH2:19][C:20]1[N:21]=[CH:22][NH:23][CH:24]=1)([C:14]([CH3:17])([CH3:16])[CH3:15])([C:8]1[CH:13]=[CH:12][CH:11]=[CH:10][CH:9]=1)[C:2]1[CH:7]=[CH:6][CH:5]=[CH:4][CH:3]=1.Br[C:26]([CH3:28])=[CH2:27].C(N)CN.P([O-])([O-])([O-])=O.[K+].[K+].[K+], predict the reaction product. The product is: [Si:1]([O:18][CH2:19][C:20]1[N:21]=[CH:22][N:23]([CH2:28][CH:26]=[CH2:27])[CH:24]=1)([C:14]([CH3:17])([CH3:15])[CH3:16])([C:8]1[CH:13]=[CH:12][CH:11]=[CH:10][CH:9]=1)[C:2]1[CH:7]=[CH:6][CH:5]=[CH:4][CH:3]=1.